This data is from NCI-60 drug combinations with 297,098 pairs across 59 cell lines. The task is: Regression. Given two drug SMILES strings and cell line genomic features, predict the synergy score measuring deviation from expected non-interaction effect. (1) Drug 1: C1CN1C2=NC(=NC(=N2)N3CC3)N4CC4. Drug 2: CC1C(C(CC(O1)OC2CC(CC3=C2C(=C4C(=C3O)C(=O)C5=C(C4=O)C(=CC=C5)OC)O)(C(=O)C)O)N)O.Cl. Cell line: CCRF-CEM. Synergy scores: CSS=69.7, Synergy_ZIP=-2.50, Synergy_Bliss=-3.28, Synergy_Loewe=-4.69, Synergy_HSA=-1.23. (2) Drug 1: C1CCC(C(C1)N)N.C(=O)(C(=O)[O-])[O-].[Pt+4]. Drug 2: CC1CCCC2(C(O2)CC(NC(=O)CC(C(C(=O)C(C1O)C)(C)C)O)C(=CC3=CSC(=N3)C)C)C. Cell line: UACC-257. Synergy scores: CSS=29.2, Synergy_ZIP=-2.69, Synergy_Bliss=-1.92, Synergy_Loewe=0.176, Synergy_HSA=1.84.